Dataset: Catalyst prediction with 721,799 reactions and 888 catalyst types from USPTO. Task: Predict which catalyst facilitates the given reaction. (1) Reactant: [C:1]([N:8]1[CH2:13][CH2:12][CH:11]([OH:14])[CH2:10][CH2:9]1)([O:3][C:4]([CH3:7])([CH3:6])[CH3:5])=[O:2].[CH3:15][S:16](Cl)(=[O:18])=[O:17]. Product: [C:4]([O:3][C:1]([N:8]1[CH2:13][CH2:12][CH:11]([O:14][S:16]([CH3:15])(=[O:18])=[O:17])[CH2:10][CH2:9]1)=[O:2])([CH3:7])([CH3:6])[CH3:5]. The catalyst class is: 64. (2) Reactant: [C:1]([OH:18])(=O)[CH2:2][CH2:3][CH2:4][CH2:5][CH2:6][CH2:7][CH2:8]/[CH:9]=[CH:10]\[CH2:11][CH2:12][CH2:13][CH2:14][CH2:15][CH3:16].C(Cl)(=O)C([Cl:22])=O. Product: [C:1]([Cl:22])(=[O:18])[CH2:2][CH2:3][CH2:4][CH2:5][CH2:6][CH2:7][CH2:8]/[CH:9]=[CH:10]\[CH2:11][CH2:12][CH2:13][CH2:14][CH2:15][CH3:16]. The catalyst class is: 4. (3) Reactant: [NH2:1][CH2:2][CH2:3][CH2:4][C:5]1[CH:10]=[CH:9][C:8]([S:11]([NH:14][C:15]2[CH:23]=[CH:22][C:18]3[O:19][CH2:20][O:21][C:17]=3[CH:16]=2)(=[O:13])=[O:12])=[CH:7][CH:6]=1.C(N(CC)CC)C.[F:31][C:32]1[CH:43]=[CH:42][C:35]([CH2:36][O:37][CH2:38][C:39](Cl)=[O:40])=[CH:34][CH:33]=1.COC1C=C(S(N2CCC(CCCNC(=O)COCC3C=CC(F)=CC=3)C2)(=O)=O)C=CC=1OC. Product: [O:19]1[C:18]2[CH:22]=[CH:23][C:15]([NH:14][S:11]([C:8]3[CH:9]=[CH:10][C:5]([CH2:4][CH2:3][CH2:2][NH:1][C:39](=[O:40])[CH2:38][O:37][CH2:36][C:35]4[CH:42]=[CH:43][C:32]([F:31])=[CH:33][CH:34]=4)=[CH:6][CH:7]=3)(=[O:13])=[O:12])=[CH:16][C:17]=2[O:21][CH2:20]1. The catalyst class is: 1. (4) Reactant: [Cl:1][C:2]1[CH:7]=[CH:6][C:5]([C:8]2[N:12]([CH3:13])[C:11]([C:14](O)=[O:15])=[C:10]([C:17]3[CH:22]=[CH:21][C:20]([S:23](=[O:26])(=[O:25])[NH2:24])=[CH:19][CH:18]=3)[C:9]=2[CH3:27])=[CH:4][CH:3]=1.C1C=CC2N(O)N=NC=2C=1.Cl.[CH3:39][NH:40][CH3:41].C(Cl)CCl.C(N(CC)CC)C. Product: [Cl:1][C:2]1[CH:3]=[CH:4][C:5]([C:8]2[N:12]([CH3:13])[C:11]([C:14]([N:40]([CH3:41])[CH3:39])=[O:15])=[C:10]([C:17]3[CH:22]=[CH:21][C:20]([S:23](=[O:26])(=[O:25])[NH2:24])=[CH:19][CH:18]=3)[C:9]=2[CH3:27])=[CH:6][CH:7]=1. The catalyst class is: 3. (5) Reactant: [H-].[Na+].[CH3:3][C:4]([SH:7])([CH3:6])[CH3:5].Br[CH2:9][C:10]1[CH:17]=[CH:16][C:13]([C:14]#[N:15])=[CH:12][CH:11]=1. Product: [C:4]([S:7][CH2:9][C:10]1[CH:17]=[CH:16][C:13]([C:14]#[N:15])=[CH:12][CH:11]=1)([CH3:6])([CH3:5])[CH3:3]. The catalyst class is: 3. (6) Reactant: [CH3:1][N:2]([CH3:20])[CH2:3][CH2:4][CH2:5][O:6][C:7]1[CH:12]=[CH:11][C:10]([NH2:13])=[CH:9][C:8]=1[C:14]1[N:15]([CH3:19])[N:16]=[CH:17][CH:18]=1.[Cl:21][C:22]1[CH:23]=[C:24]([N:29]=[C:30]=[O:31])[CH:25]=[CH:26][C:27]=1[F:28]. Product: [Cl:21][C:22]1[CH:23]=[C:24]([NH:29][C:30]([NH:13][C:10]2[CH:11]=[CH:12][C:7]([O:6][CH2:5][CH2:4][CH2:3][N:2]([CH3:1])[CH3:20])=[C:8]([C:14]3[N:15]([CH3:19])[N:16]=[CH:17][CH:18]=3)[CH:9]=2)=[O:31])[CH:25]=[CH:26][C:27]=1[F:28]. The catalyst class is: 2. (7) Reactant: C1C2C(COC(=O)[NH:17][CH:18]3[CH2:23][CH2:22][N:21]([C:24](=[O:51])[C:25]4[CH:30]=[CH:29][C:28]([NH:31][C:32]5[N:33]=[CH:34][C:35]6[N:41]([CH3:42])[C:40](=[O:43])[C:39]([F:45])([F:44])[CH2:38][N:37]([CH:46]7[CH2:49][CH2:48][CH2:47]7)[C:36]=6[N:50]=5)=[CH:27][CH:26]=4)[CH2:20][CH2:19]3)C3C(=CC=CC=3)C=2C=CC=1.N1CCCCC1. Product: [NH2:17][CH:18]1[CH2:23][CH2:22][N:21]([C:24]([C:25]2[CH:30]=[CH:29][C:28]([NH:31][C:32]3[N:33]=[CH:34][C:35]4[N:41]([CH3:42])[C:40](=[O:43])[C:39]([F:44])([F:45])[CH2:38][N:37]([CH:46]5[CH2:47][CH2:48][CH2:49]5)[C:36]=4[N:50]=3)=[CH:27][CH:26]=2)=[O:51])[CH2:20][CH2:19]1. The catalyst class is: 4.